This data is from Forward reaction prediction with 1.9M reactions from USPTO patents (1976-2016). The task is: Predict the product of the given reaction. (1) Given the reactants [CH:1]([S:4][C:5]1[O:9][C:8]([C:10]([Cl:12])=[O:11])=[N:7][N:6]=1)([CH3:3])[CH3:2].[NH2:13][C:14]1[C:23]2[C:18](=[CH:19][C:20]([O:26][CH3:27])=[C:21]([O:24][CH3:25])[CH:22]=2)[N:17]=[C:16]([N:28]2[CH2:33][CH2:32][NH:31][CH2:30][CH2:29]2)[N:15]=1, predict the reaction product. The product is: [ClH:12].[NH2:13][C:14]1[C:23]2[C:18](=[CH:19][C:20]([O:26][CH3:27])=[C:21]([O:24][CH3:25])[CH:22]=2)[N:17]=[C:16]([N:28]2[CH2:33][CH2:32][N:31]([C:10]([C:8]3[O:9][C:5]([S:4][CH:1]([CH3:3])[CH3:2])=[N:6][N:7]=3)=[O:11])[CH2:30][CH2:29]2)[N:15]=1. (2) Given the reactants [F:1][C:2]1[CH:7]=[CH:6][CH:5]=[CH:4][C:3]=1[N:8]1[C:12]([C:13]2[CH:18]=[CH:17][CH:16]=[CH:15][C:14]=2[C:19]2[CH:24]=[CH:23][CH:22]=[CH:21][C:20]=2O)=[N:11][N:10]=[N:9]1.[F:26]C1C=CC=CC=1B(O)O, predict the reaction product. The product is: [F:1][C:2]1[CH:7]=[CH:6][CH:5]=[CH:4][C:3]=1[N:8]1[C:12]([C:13]2[CH:18]=[CH:17][CH:16]=[CH:15][C:14]=2[C:19]2[CH:24]=[CH:23][CH:22]=[CH:21][C:20]=2[F:26])=[N:11][N:10]=[N:9]1. (3) Given the reactants [CH3:1][O:2][NH:3][C:4]([C:6]1[C:14]2[C:9](=[N:10][CH:11]=[C:12]([C:15]3[C:23]4[C:18](=[CH:19][C:20]([F:24])=[CH:21][CH:22]=4)[N:17]([CH3:25])[N:16]=3)[N:13]=2)[N:8](COCC[Si](C)(C)C)[CH:7]=1)=[O:5].FC(F)(F)C(O)=O.C(N)CN, predict the reaction product. The product is: [CH3:1][O:2][NH:3][C:4]([C:6]1[C:14]2[C:9](=[N:10][CH:11]=[C:12]([C:15]3[C:23]4[C:18](=[CH:19][C:20]([F:24])=[CH:21][CH:22]=4)[N:17]([CH3:25])[N:16]=3)[N:13]=2)[NH:8][CH:7]=1)=[O:5]. (4) Given the reactants [CH2:1]([Li])CCC.[CH2:6]([N:10]([CH2:27][CH2:28][CH2:29][CH3:30])[C:11]1[CH:26]=[CH:25][C:14](/[CH:15]=[CH:16]/[C:17]2[CH:24]=[CH:23][C:20]([CH:21]=O)=[CH:19][CH:18]=2)=[CH:13][CH:12]=1)[CH2:7][CH2:8][CH3:9], predict the reaction product. The product is: [CH2:6]([N:10]([CH2:27][CH2:28][CH2:29][CH3:30])[C:11]1[CH:26]=[CH:25][C:14](/[CH:15]=[CH:16]/[C:17]2[CH:24]=[CH:23][C:20]([CH:21]=[CH2:1])=[CH:19][CH:18]=2)=[CH:13][CH:12]=1)[CH2:7][CH2:8][CH3:9].